The task is: Regression. Given a peptide amino acid sequence and an MHC pseudo amino acid sequence, predict their binding affinity value. This is MHC class II binding data.. This data is from Peptide-MHC class II binding affinity with 134,281 pairs from IEDB. (1) The peptide sequence is AEEVKVIPAGELQVI. The MHC is DRB1_0101 with pseudo-sequence DRB1_0101. The binding affinity (normalized) is 0.635. (2) The peptide sequence is TWHYCGSYVTKTSGS. The MHC is DRB1_0801 with pseudo-sequence DRB1_0801. The binding affinity (normalized) is 0.622.